Dataset: Peptide-MHC class I binding affinity with 185,985 pairs from IEDB/IMGT. Task: Regression. Given a peptide amino acid sequence and an MHC pseudo amino acid sequence, predict their binding affinity value. This is MHC class I binding data. The binding affinity (normalized) is 0.0847. The peptide sequence is DEFLKVPEW. The MHC is HLA-A02:11 with pseudo-sequence HLA-A02:11.